This data is from Full USPTO retrosynthesis dataset with 1.9M reactions from patents (1976-2016). The task is: Predict the reactants needed to synthesize the given product. (1) Given the product [F:9][C:4]1[CH:3]=[CH:2][CH:8]=[CH:7][C:5]=1[NH:6][B:10]1[O:14][C:13]([CH3:16])([CH3:15])[C:12]([CH3:18])([CH3:17])[O:11]1, predict the reactants needed to synthesize it. The reactants are: Br[C:2]1[CH:8]=[CH:7][C:5]([NH2:6])=[C:4]([F:9])[CH:3]=1.[B:10]1([B:10]2[O:14][C:13]([CH3:16])([CH3:15])[C:12]([CH3:18])([CH3:17])[O:11]2)[O:14][C:13]([CH3:16])([CH3:15])[C:12]([CH3:18])([CH3:17])[O:11]1.C([O-])(=O)C.[K+]. (2) Given the product [Br:31][C:6]1[N:5]([CH2:4][C:3]2[CH:14]=[C:15]([Cl:18])[CH:16]=[CH:17][C:2]=2[Cl:1])[C:9]([C:10]([O:12][CH3:13])=[O:11])=[CH:8][N:7]=1, predict the reactants needed to synthesize it. The reactants are: [Cl:1][C:2]1[CH:17]=[CH:16][C:15]([Cl:18])=[CH:14][C:3]=1[CH2:4][N:5]1[C:9]([C:10]([O:12][CH3:13])=[O:11])=[CH:8][N:7]=[CH:6]1.N(C(C)(C)C#N)=NC(C)(C)C#N.[Br:31]N1C(=O)CCC1=O.O. (3) Given the product [OH:1][C:2]([C:19]1[CH:20]=[CH:21][CH:22]=[CH:23][CH:24]=1)([C:13]1[CH:18]=[CH:17][CH:16]=[CH:15][CH:14]=1)[C:3]1[S:7][C:6]([C:8]([OH:10])=[O:9])=[CH:5][CH:4]=1, predict the reactants needed to synthesize it. The reactants are: [OH:1][C:2]([C:19]1[CH:24]=[CH:23][CH:22]=[CH:21][CH:20]=1)([C:13]1[CH:18]=[CH:17][CH:16]=[CH:15][CH:14]=1)[C:3]1[S:7][C:6]([C:8]([O:10]CC)=[O:9])=[CH:5][CH:4]=1.Cl. (4) Given the product [CH2:1]([O:3][C:4](=[O:25])[C:5]1[CH:10]=[C:9]([N:11]2[C:15]([CH3:16])=[CH:14][CH:13]=[C:12]2[C:17]2[CH:22]=[C:21]([Br:23])[CH:20]=[CH:19][C:18]=2[O:24][CH2:31][C:30]2[CH:33]=[CH:34][C:27]([Cl:26])=[CH:28][CH:29]=2)[CH:8]=[N:7][CH:6]=1)[CH3:2], predict the reactants needed to synthesize it. The reactants are: [CH2:1]([O:3][C:4](=[O:25])[C:5]1[CH:10]=[C:9]([N:11]2[C:15]([CH3:16])=[CH:14][CH:13]=[C:12]2[C:17]2[CH:22]=[C:21]([Br:23])[CH:20]=[CH:19][C:18]=2[OH:24])[CH:8]=[N:7][CH:6]=1)[CH3:2].[Cl:26][C:27]1[CH:34]=[CH:33][C:30]([CH2:31]Br)=[CH:29][CH:28]=1.C(=O)([O-])[O-].[K+].[K+]. (5) Given the product [CH2:17]([O:24][N:25]1[C:31](=[O:32])[N:30]2[CH2:33][C@H:26]1[CH2:27][CH2:28][C@H:29]2[C:34]([NH:36][NH:37][C:14]([C@H:11]1[CH2:12][CH2:13][C@@H:9]([NH:8][C:6](=[O:7])[O:5][C:1]([CH3:2])([CH3:3])[CH3:4])[CH2:10]1)=[O:16])=[O:35])[C:18]1[CH:23]=[CH:22][CH:21]=[CH:20][CH:19]=1, predict the reactants needed to synthesize it. The reactants are: [C:1]([O:5][C:6]([NH:8][C@@H:9]1[CH2:13][CH2:12][C@H:11]([C:14]([OH:16])=O)[CH2:10]1)=[O:7])([CH3:4])([CH3:3])[CH3:2].[CH2:17]([O:24][N:25]1[C:31](=[O:32])[N:30]2[CH2:33][C@H:26]1[CH2:27][CH2:28][C@H:29]2[C:34]([NH:36][NH2:37])=[O:35])[C:18]1[CH:23]=[CH:22][CH:21]=[CH:20][CH:19]=1.CN(C(ON1N=NC2C=CC=NC1=2)=[N+](C)C)C.F[P-](F)(F)(F)(F)F.CCN(C(C)C)C(C)C. (6) The reactants are: [NH2:1][C:2]1[CH:3]=[CH:4][C:5]([F:18])=[C:6]([C@:8]2([CH3:17])[C:13]([F:15])([F:14])[CH2:12][O:11][C:10]([NH2:16])=[N:9]2)[CH:7]=1.[Cl:19][C:20]1[CH:21]=[C:22]([F:29])[C:23]([C:26](O)=[O:27])=[N:24][CH:25]=1. Given the product [NH2:16][C:10]1[O:11][CH2:12][C:13]([F:14])([F:15])[C@:8]([C:6]2[CH:7]=[C:2]([NH:1][C:26]([C:23]3[C:22]([F:29])=[CH:21][C:20]([Cl:19])=[CH:25][N:24]=3)=[O:27])[CH:3]=[CH:4][C:5]=2[F:18])([CH3:17])[N:9]=1, predict the reactants needed to synthesize it.